From a dataset of Catalyst prediction with 721,799 reactions and 888 catalyst types from USPTO. Predict which catalyst facilitates the given reaction. Product: [ClH:1].[CH2:15]([O:22][C:23](=[O:26])[CH2:24][NH:5][CH2:2][CH:3]=[CH2:4])[C:16]1[CH:21]=[CH:20][CH:19]=[CH:18][CH:17]=1. The catalyst class is: 7. Reactant: [ClH:1].[CH2:2]([NH2:5])[CH:3]=[CH2:4].C(N(C(C)C)CC)(C)C.[CH2:15]([O:22][C:23](=[O:26])[CH2:24]Br)[C:16]1[CH:21]=[CH:20][CH:19]=[CH:18][CH:17]=1.